Dataset: Catalyst prediction with 721,799 reactions and 888 catalyst types from USPTO. Task: Predict which catalyst facilitates the given reaction. (1) Reactant: [N:1]1[CH:6]=[CH:5][CH:4]=[CH:3][C:2]=1[CH2:7][C:8]([N:10]1[CH2:18][C:17]2[C:12](=[CH:13][CH:14]=[C:15]([NH2:19])[CH:16]=2)[CH2:11]1)=[O:9].[CH3:20][C:21]1[CH:29]=[CH:28][C:24]([C:25](O)=[O:26])=[C:23]([N:30]2[CH2:35][CH2:34][CH:33]([CH3:36])[CH2:32][CH2:31]2)[N:22]=1.F[P-](F)(F)(F)(F)F.N1(O[P+](N2CCCC2)(N2CCCC2)N2CCCC2)C2C=CC=CC=2N=N1.C(N(C(C)C)CC)(C)C.Cl. Product: [CH3:20][C:21]1[CH:29]=[CH:28][C:24]([C:25]([NH:19][C:15]2[CH:16]=[C:17]3[C:12](=[CH:13][CH:14]=2)[CH2:11][N:10]([C:8](=[O:9])[CH2:7][C:2]2[CH:3]=[CH:4][CH:5]=[CH:6][N:1]=2)[CH2:18]3)=[O:26])=[C:23]([N:30]2[CH2:35][CH2:34][CH:33]([CH3:36])[CH2:32][CH2:31]2)[N:22]=1. The catalyst class is: 255. (2) Reactant: [NH2:1][CH2:2][C:3]1[C:4]([CH3:19])=[CH:5][C:6]([NH:11][C:12](=[O:18])[O:13][C:14]([CH3:17])([CH3:16])[CH3:15])=[N:7][C:8]=1[O:9][CH3:10].[Br:20][C:21]1[CH:22]=[C:23]([C:34](O)=[O:35])[C:24]2[C:25]([CH3:33])=[CH:26][N:27]([CH:30]([CH3:32])[CH3:31])[C:28]=2[CH:29]=1.C1C=NC2N(O)N=NC=2C=1.C(Cl)CCl. Product: [Br:20][C:21]1[CH:22]=[C:23]([C:34]([NH:1][CH2:2][C:3]2[C:4]([CH3:19])=[CH:5][C:6]([NH:11][C:12](=[O:18])[O:13][C:14]([CH3:15])([CH3:16])[CH3:17])=[N:7][C:8]=2[O:9][CH3:10])=[O:35])[C:24]2[C:25]([CH3:33])=[CH:26][N:27]([CH:30]([CH3:31])[CH3:32])[C:28]=2[CH:29]=1. The catalyst class is: 31.